Dataset: Forward reaction prediction with 1.9M reactions from USPTO patents (1976-2016). Task: Predict the product of the given reaction. (1) Given the reactants C(=O)([O-])[O-].[K+].[K+].FC(F)(F)C([N:11]1[CH:16]2[CH2:17][CH2:18][CH:12]1[CH2:13][C:14](=[C:19]1[C:32]3[CH:31]=[CH:30][CH:29]=[C:28]([OH:33])[C:27]=3[O:26][C:25]3[C:20]1=[CH:21][CH:22]=[CH:23][CH:24]=3)[CH2:15]2)=O, predict the reaction product. The product is: [CH:12]12[NH:11][CH:16]([CH2:17][CH2:18]1)[CH2:15][C:14](=[C:19]1[C:32]3[CH:31]=[CH:30][CH:29]=[C:28]([OH:33])[C:27]=3[O:26][C:25]3[C:20]1=[CH:21][CH:22]=[CH:23][CH:24]=3)[CH2:13]2. (2) Given the reactants [NH2:1][C:2]1[CH:14]=[CH:13][C:5]([O:6][C@H:7]2[CH2:12][CH2:11][CH2:10][NH:9][CH2:8]2)=[CH:4][CH:3]=1.C([O-])([O-])=O.[K+].[K+].Cl[CH2:22][C:23]1[CH:31]=[CH:30][C:26]2[O:27][CH2:28][O:29][C:25]=2[CH:24]=1, predict the reaction product. The product is: [NH2:1][C:2]1[CH:14]=[CH:13][C:5]([O:6][C@H:7]2[CH2:12][CH2:11][CH2:10][N:9]([CH2:22][C:23]3[CH:31]=[CH:30][C:26]4[O:27][CH2:28][O:29][C:25]=4[CH:24]=3)[CH2:8]2)=[CH:4][CH:3]=1.